From a dataset of Full USPTO retrosynthesis dataset with 1.9M reactions from patents (1976-2016). Predict the reactants needed to synthesize the given product. (1) The reactants are: C[O:2]C1CCC(OC)O1.F[C:11]1[CH:12]=[C:13]([C@@H:18]([CH:36]2CCN(S(C)(=O)=O)[CH2:38][CH2:37]2)CC(N2[C@H](C3C=CC=CC=3)[C@H](C)N(C)C2=O)=O)C=C(F)[CH:16]=1.C(N)C1C=CC=CC=1.C([O-])(=O)C.[Na+].[OH-].[Na+]. Given the product [CH3:38][CH2:37][C:36](=[O:2])[CH2:18][CH2:13][CH2:12][CH2:11][CH3:16], predict the reactants needed to synthesize it. (2) Given the product [CH2:1]([O:3][C:4]([CH:5]1[CH2:6][N:20]([CH2:21][C:22]2[CH:27]=[CH:26][CH:25]=[CH:24][CH:23]=2)[CH2:19][CH2:18][N:17]1[CH2:10][C:11]1[CH:16]=[CH:15][CH:14]=[CH:13][CH:12]=1)=[O:9])[CH3:2], predict the reactants needed to synthesize it. The reactants are: [CH2:1]([O:3][C:4](=[O:9])[CH:5](Br)[CH2:6]Br)[CH3:2].[CH2:10]([NH:17][CH2:18][CH2:19][NH:20][CH2:21][C:22]1[CH:27]=[CH:26][CH:25]=[CH:24][CH:23]=1)[C:11]1[CH:16]=[CH:15][CH:14]=[CH:13][CH:12]=1.C(N(CC)CC)C. (3) Given the product [C:19]1([P:12]([C:6]2[CH:7]=[CH:8][CH:9]=[CH:10][CH:11]=2)([C:13]2[CH:18]=[CH:17][CH:16]=[CH:15][CH:14]=2)=[CH:2][C:3](=[O:5])[CH3:4])[CH:20]=[CH:21][CH:22]=[CH:23][CH:24]=1, predict the reactants needed to synthesize it. The reactants are: Cl[CH2:2][C:3](=[O:5])[CH3:4].[C:6]1([P:12]([C:19]2[CH:24]=[CH:23][CH:22]=[CH:21][CH:20]=2)[C:13]2[CH:18]=[CH:17][CH:16]=[CH:15][CH:14]=2)[CH:11]=[CH:10][CH:9]=[CH:8][CH:7]=1. (4) Given the product [CH3:20][Si:19]([CH3:22])([CH3:21])[CH2:5][CH:13]=[CH:14][C:15]#[N:16], predict the reactants needed to synthesize it. The reactants are: COC1C=[C:5]([C:13](C)=[CH:14][C:15]#[N:16])C=C(OC)C=1OC.Cl[Si:19]([CH3:22])([CH3:21])[CH3:20].C[Si](C)(C)[N-][Si](C)(C)C.[Li+].